From a dataset of Reaction yield outcomes from USPTO patents with 853,638 reactions. Predict the reaction yield, written as a fraction of the theoretical maximum amount of product (1.0 means a 100% yield; for example, 0.34 means a 34% yield). (1) The reactants are [OH:1][CH2:2][C:3]1[CH:11]=[C:10]2[N:6]([CH2:7][CH2:8][CH2:9]2)[C:5](=[O:12])[CH:4]=1.I(C1C=CC=CC=1C(O)=O)(=O)=O. The catalyst is CC(C)=O. The product is [O:12]=[C:5]1[CH:4]=[C:3]([CH:2]=[O:1])[CH:11]=[C:10]2[N:6]1[CH2:7][CH2:8][CH2:9]2. The yield is 1.01. (2) The yield is 0.438. The catalyst is C1(C)C=CC=CC=1.O. The product is [CH:15]1([N:3]2[C:4]3[CH2:5][CH2:6][CH2:7][CH2:8][C:9]=3[C:10]3[C:11]([OH:13])=[C:22]([C:23]([O:25][CH2:26][CH3:27])=[O:24])[C:21]([CH3:28])=[N:1][C:2]2=3)[CH2:17][CH2:16]1. The reactants are [NH2:1][C:2]1[N:3]([CH:15]2[CH2:17][CH2:16]2)[C:4]2[CH2:5][CH2:6][CH2:7][CH2:8][C:9]=2[C:10]=1[C:11]([O:13]C)=O.C(O[C:21]([CH3:28])=[CH:22][C:23]([O:25][CH2:26][CH3:27])=[O:24])C.CC1C=CC(S(O)(=O)=O)=CC=1.[O-]CC.[Na+].Cl.